This data is from Forward reaction prediction with 1.9M reactions from USPTO patents (1976-2016). The task is: Predict the product of the given reaction. (1) Given the reactants FC(F)(F)S(O[C:7]1[CH:8]=[CH:9][C:10]2[N:11]([N:13]=[CH:14][C:15]=2[C:16]2[CH:21]=[CH:20][N:19]=[C:18]([NH:22][CH:23]3[CH2:25][CH2:24]3)[N:17]=2)[N:12]=1)(=O)=O.CCN(C(C)C)C(C)C.[CH:37]1([NH2:42])[CH2:41][CH2:40][CH2:39][CH2:38]1.O, predict the reaction product. The product is: [CH:37]1([NH:42][C:7]2[CH:8]=[CH:9][C:10]3[N:11]([N:13]=[CH:14][C:15]=3[C:16]3[CH:21]=[CH:20][N:19]=[C:18]([NH:22][CH:23]4[CH2:25][CH2:24]4)[N:17]=3)[N:12]=2)[CH2:41][CH2:40][CH2:39][CH2:38]1. (2) Given the reactants [Cl:1][C:2]1[C:3]([S:24]([N:27]([CH2:37][C:38]2[CH:43]=[CH:42][C:41]([O:44][CH3:45])=[CH:40][CH:39]=2)[CH2:28][C:29]2[CH:34]=[CH:33][C:32]([O:35][CH3:36])=[CH:31][CH:30]=2)(=[O:26])=[O:25])=[N:4][CH:5]=[C:6]([C:9]([N:11]2[CH2:16][CH2:15][CH:14]([C:17]3[CH:22]=[CH:21][C:20]([F:23])=[CH:19][CH:18]=3)[CH2:13][CH2:12]2)=[O:10])[C:7]=1Cl.[CH3:46][C:47]1[CH:53]=[C:52]([N+:54]([O-:56])=[O:55])[CH:51]=[CH:50][C:48]=1[NH2:49], predict the reaction product. The product is: [Cl:1][C:2]1[C:3]([S:24]([N:27]([CH2:37][C:38]2[CH:39]=[CH:40][C:41]([O:44][CH3:45])=[CH:42][CH:43]=2)[CH2:28][C:29]2[CH:34]=[CH:33][C:32]([O:35][CH3:36])=[CH:31][CH:30]=2)(=[O:25])=[O:26])=[N:4][CH:5]=[C:6]([C:9]([N:11]2[CH2:12][CH2:13][CH:14]([C:17]3[CH:18]=[CH:19][C:20]([F:23])=[CH:21][CH:22]=3)[CH2:15][CH2:16]2)=[O:10])[C:7]=1[NH:49][C:48]1[CH:50]=[CH:51][C:52]([N+:54]([O-:56])=[O:55])=[CH:53][C:47]=1[CH3:46]. (3) Given the reactants [Cl:1][C:2]1[CH:11]=[C:10]2[C:5]([C:6](=[O:16])[C:7]([C:13]([OH:15])=[O:14])=[CH:8][N:9]2[CH3:12])=[CH:4][CH:3]=1.O=S(Cl)Cl.[CH3:21][CH2:22]O, predict the reaction product. The product is: [Cl:1][C:2]1[CH:11]=[C:10]2[C:5]([C:6](=[O:16])[C:7]([C:13]([O:15][CH2:21][CH3:22])=[O:14])=[CH:8][N:9]2[CH3:12])=[CH:4][CH:3]=1. (4) Given the reactants [OH:1][C:2]1[C:7]([CH3:8])=[CH:6][N:5]([CH2:9][C:10]([OH:12])=O)[C:4](=[O:13])[N:3]=1.[NH2:14][C:15]1[C:24]2[N:25]=[C:26]([CH2:33][CH2:34][CH2:35][CH3:36])[N:27]([CH2:28][CH2:29][CH2:30][CH2:31][NH2:32])[C:23]=2[C:22]2[N:21]=[CH:20][CH:19]=[CH:18][C:17]=2[N:16]=1, predict the reaction product. The product is: [NH2:14][C:15]1[C:24]2[N:25]=[C:26]([CH2:33][CH2:34][CH2:35][CH3:36])[N:27]([CH2:28][CH2:29][CH2:30][CH2:31][NH:32][C:10](=[O:12])[CH2:9][N:5]3[CH:6]=[C:7]([CH3:8])[C:2]([OH:1])=[N:3][C:4]3=[O:13])[C:23]=2[C:22]2[N:21]=[CH:20][CH:19]=[CH:18][C:17]=2[N:16]=1. (5) Given the reactants Br[C:2]1[CH:3]=[C:4]([CH2:8][CH2:9][CH2:10][O:11][CH:12]2[CH2:17][CH2:16][CH2:15][CH2:14][O:13]2)[CH:5]=[CH:6][CH:7]=1.[Li]CCCC.CN(C)[CH:25]=[O:26], predict the reaction product. The product is: [O:13]1[CH2:14][CH2:15][CH2:16][CH2:17][CH:12]1[O:11][CH2:10][CH2:9][CH2:8][C:4]1[CH:3]=[C:2]([CH:7]=[CH:6][CH:5]=1)[CH:25]=[O:26]. (6) Given the reactants [CH:1](=[O:10])[C:2]1[CH:7]=[CH:6][CH:5]=[C:4]([O:8][CH3:9])[CH:3]=1.[Br:11]N1C(=O)CCC1=O.O, predict the reaction product. The product is: [Br:11][C:7]1[CH:6]=[CH:5][C:4]([O:8][CH3:9])=[CH:3][C:2]=1[CH:1]=[O:10]. (7) Given the reactants [CH:1]([C:4]1[CH:8]=[C:7]([C:9]([O:11][CH2:12][CH3:13])=[O:10])[NH:6][N:5]=1)([CH3:3])[CH3:2].[Cl:14][C:15]1[CH:22]=[C:21]([C:23]([F:26])([F:25])[F:24])[CH:20]=[CH:19][C:16]=1[CH2:17]Cl.C(=O)([O-])[O-].[K+].[K+].O, predict the reaction product. The product is: [Cl:14][C:15]1[CH:22]=[C:21]([C:23]([F:24])([F:25])[F:26])[CH:20]=[CH:19][C:16]=1[CH2:17][N:6]1[C:7]([C:9]([O:11][CH2:12][CH3:13])=[O:10])=[CH:8][C:4]([CH:1]([CH3:3])[CH3:2])=[N:5]1. (8) Given the reactants [CH:1]1([N:6]2[C:11]3[N:12]=[C:13]([NH:17][CH2:18][CH3:19])[N:14]=[C:15]([CH3:16])[C:10]=3[CH:9]=[C:8]([CH2:20][CH2:21][C:22]([OH:24])=O)[C:7]2=[O:25])[CH2:5][CH2:4][CH2:3][CH2:2]1.[CH3:26][NH:27][CH3:28].C(N(CC)CC)C, predict the reaction product. The product is: [CH:1]1([N:6]2[C:11]3[N:12]=[C:13]([NH:17][CH2:18][CH3:19])[N:14]=[C:15]([CH3:16])[C:10]=3[CH:9]=[C:8]([CH2:20][CH2:21][C:22]([N:27]([CH3:28])[CH3:26])=[O:24])[C:7]2=[O:25])[CH2:5][CH2:4][CH2:3][CH2:2]1. (9) Given the reactants [C:1]1([C:7]#[C:8][C:9]2[CH:14]=[CH:13][N:12]=[CH:11][CH:10]=2)[CH:6]=[CH:5][CH:4]=[CH:3][CH:2]=1.II.[OH2:17].C([O-])([O-])=[O:19].[Na+].[Na+], predict the reaction product. The product is: [C:1]1([C:7](=[O:19])[C:8]([C:9]2[CH:10]=[CH:11][N:12]=[CH:13][CH:14]=2)=[O:17])[CH:2]=[CH:3][CH:4]=[CH:5][CH:6]=1. (10) Given the reactants FC(F)(F)C(O)=O.[CH3:8][C:9]1[S:10][CH:11]=[C:12]([C:14]([N:16]2[CH2:21][C:20]3([CH2:26][CH2:25][NH:24][CH2:23][CH2:22]3)[O:19][CH2:18][CH2:17]2)=[O:15])[N:13]=1.Br[CH2:28][C:29]1[CH:30]=[C:31]([CH:34]=[CH:35][CH:36]=1)[CH:32]=[O:33].C(N(CC)CC)C, predict the reaction product. The product is: [CH3:8][C:9]1[S:10][CH:11]=[C:12]([C:14]([N:16]2[CH2:21][C:20]3([CH2:26][CH2:25][N:24]([CH2:28][C:29]4[CH:30]=[C:31]([CH:34]=[CH:35][CH:36]=4)[CH:32]=[O:33])[CH2:23][CH2:22]3)[O:19][CH2:18][CH2:17]2)=[O:15])[N:13]=1.